Dataset: Forward reaction prediction with 1.9M reactions from USPTO patents (1976-2016). Task: Predict the product of the given reaction. (1) Given the reactants [N:1]([C:4]([CH3:10])([CH3:9])[CH2:5][C:6](Cl)=[O:7])=[N+:2]=[N-:3].[NH:11]1[CH2:17][CH2:16][CH2:15][CH2:14][CH2:13][CH2:12]1.Cl, predict the reaction product. The product is: [N:11]1([C:6](=[O:7])[CH2:5][C:4]([N:1]=[N+:2]=[N-:3])([CH3:10])[CH3:9])[CH2:17][CH2:16][CH2:15][CH2:14][CH2:13][CH2:12]1. (2) Given the reactants [CH3:1][O:2][C:3]1[CH:22]=[CH:21][C:6]([CH2:7][C@@H:8]2[C:12]3=[N:13][C:14]4[CH:19]=[CH:18][CH:17]=[CH:16][C:15]=4[N:11]3[C:10](=[O:20])[NH:9]2)=[CH:5][CH:4]=1.[Cl:23][C:24]1[CH:25]=[C:26]([C@H:30]([NH2:32])[CH3:31])[CH:27]=[CH:28][CH:29]=1.C(O)(C(F)(F)F)=O, predict the reaction product. The product is: [NH:11]1[C:15]2[CH:16]=[CH:17][CH:18]=[CH:19][C:14]=2[N:13]=[C:12]1[C@H:8]([NH:9][C:10]([NH:32][C@@H:30]([C:26]1[CH:27]=[CH:28][CH:29]=[C:24]([Cl:23])[CH:25]=1)[CH3:31])=[O:20])[CH2:7][C:6]1[CH:21]=[CH:22][C:3]([O:2][CH3:1])=[CH:4][CH:5]=1. (3) Given the reactants [Cl:1][C:2]1[CH:10]=[CH:9][CH:8]=[C:7]2[C:3]=1[C:4]([C:17]([OH:19])=O)=[CH:5][N:6]2[CH2:11][CH:12]1[CH2:16][CH2:15][CH2:14][O:13]1.CCN=C=NCCCN(C)C.C1C=CC2N(O)N=NC=2C=1.[NH2:41][CH2:42][C@:43]1([OH:50])[CH2:48][CH2:47][CH2:46][C@H:45]([CH3:49])[CH2:44]1, predict the reaction product. The product is: [Cl:1][C:2]1[CH:10]=[CH:9][CH:8]=[C:7]2[C:3]=1[C:4]([C:17]([NH:41][CH2:42][C@:43]1([OH:50])[CH2:48][CH2:47][CH2:46][C@H:45]([CH3:49])[CH2:44]1)=[O:19])=[CH:5][N:6]2[CH2:11][CH:12]1[CH2:16][CH2:15][CH2:14][O:13]1. (4) Given the reactants [CH:1]([Si:4]([CH:21]([CH3:23])[CH3:22])([CH:18]([CH3:20])[CH3:19])[N:5]1[C:9]2=[N:10][C:11]([S:14]([Cl:17])(=[O:16])=[O:15])=[CH:12][CH:13]=[C:8]2[CH:7]=[CH:6]1)([CH3:3])[CH3:2].C1C(=O)N([Br:31])C(=O)C1, predict the reaction product. The product is: [Br:31][C:7]1[C:8]2[C:9](=[N:10][C:11]([S:14]([Cl:17])(=[O:16])=[O:15])=[CH:12][CH:13]=2)[N:5]([Si:4]([CH:1]([CH3:3])[CH3:2])([CH:18]([CH3:20])[CH3:19])[CH:21]([CH3:23])[CH3:22])[CH:6]=1. (5) Given the reactants [N:1]([O-:3])=[O:2].[Na+].C(C1C(N)=C(C)C([N+]([O-])=O)=CC=1)C.[Br:18][C:19]1[C:24]([CH3:25])=[C:23]([N+]([O-])=O)[CH:22]=[CH:21][C:20]=1[CH2:29][CH3:30], predict the reaction product. The product is: [Br:18][C:19]1[C:20]([CH2:29][CH3:30])=[C:21]([N+:1]([O-:3])=[O:2])[CH:22]=[CH:23][C:24]=1[CH3:25]. (6) Given the reactants [CH2:1]([O:8][C:9]1[CH:14]=[CH:13][C:12]([S:15](Cl)(=[O:17])=[O:16])=[CH:11][C:10]=1[I:19])[C:2]1[CH:7]=[CH:6][CH:5]=[CH:4][CH:3]=1.[C:20]([NH2:24])([CH3:23])([CH3:22])[CH3:21].O, predict the reaction product. The product is: [CH2:1]([O:8][C:9]1[CH:14]=[CH:13][C:12]([S:15]([NH:24][C:20]([CH3:23])([CH3:22])[CH3:21])(=[O:17])=[O:16])=[CH:11][C:10]=1[I:19])[C:2]1[CH:7]=[CH:6][CH:5]=[CH:4][CH:3]=1. (7) Given the reactants [CH:1]([S:4]([C:7]1[CH:12]=[CH:11][C:10]([C:13]([N:15]2[CH2:20][CH2:19][C:18]3([C:32]4[CH:31]=[N:30][N:29]([CH3:33])[C:28]=4[C:27]4[CH:26]=[CH:25][CH:24]=[CH:23][C:22]=4[O:21]3)[CH2:17][CH2:16]2)=[O:14])=[C:9](OC)[CH:8]=1)(=[O:6])=[O:5])(C)C.F[C:37]1C=CC(C(N2CCC3(C4C=NN(C)C=4C4C=CC=CC=4O3)CC2)=O)=CC=1C.FC1C=CC(C(N2CCC3(C4C=NN(C)C=4C4C=CC=CC=4O3)CC2)=O)=C(C)C=1, predict the reaction product. The product is: [CH3:33][N:29]1[C:28]2[C:27]3[CH:26]=[CH:25][CH:24]=[CH:23][C:22]=3[O:21][C:18]3([CH2:19][CH2:20][N:15]([C:13]([C:10]4[CH:11]=[CH:12][C:7]([S:4]([CH3:1])(=[O:5])=[O:6])=[C:8]([CH3:37])[CH:9]=4)=[O:14])[CH2:16][CH2:17]3)[C:32]=2[CH:31]=[N:30]1.